This data is from Peptide-MHC class I binding affinity with 185,985 pairs from IEDB/IMGT. The task is: Regression. Given a peptide amino acid sequence and an MHC pseudo amino acid sequence, predict their binding affinity value. This is MHC class I binding data. (1) The peptide sequence is VFSPFGYSF. The MHC is HLA-A02:06 with pseudo-sequence HLA-A02:06. The binding affinity (normalized) is 0.376. (2) The MHC is HLA-A03:01 with pseudo-sequence HLA-A03:01. The binding affinity (normalized) is 0.444. The peptide sequence is AIITPVVFY. (3) The peptide sequence is IISSKQYPA. The MHC is HLA-A02:01 with pseudo-sequence HLA-A02:01. The binding affinity (normalized) is 0.444. (4) The peptide sequence is RVQFIPGQR. The MHC is HLA-A11:01 with pseudo-sequence HLA-A11:01. The binding affinity (normalized) is 0.699. (5) The peptide sequence is QLKSRAAVL. The MHC is HLA-A11:01 with pseudo-sequence HLA-A11:01. The binding affinity (normalized) is 0.0847. (6) The peptide sequence is VLYDEFVTI. The MHC is HLA-A03:01 with pseudo-sequence HLA-A03:01. The binding affinity (normalized) is 0.128. (7) The peptide sequence is HPEIVIYQY. The MHC is HLA-B07:02 with pseudo-sequence HLA-B07:02. The binding affinity (normalized) is 0.117.